Dataset: Full USPTO retrosynthesis dataset with 1.9M reactions from patents (1976-2016). Task: Predict the reactants needed to synthesize the given product. Given the product [CH2:23]([N:1]1[CH2:2][CH2:3][CH:4]([C:7]([O:9][CH2:10][C:11]2[CH:12]=[CH:13][CH:14]=[CH:15][CH:16]=2)=[O:8])[CH2:5][CH2:6]1)[CH2:24][CH2:25][CH2:26][CH2:27][CH2:28][CH3:29], predict the reactants needed to synthesize it. The reactants are: [NH:1]1[CH2:6][CH2:5][CH:4]([C:7]([O:9][CH2:10][C:11]2[CH:16]=[CH:15][CH:14]=[CH:13][CH:12]=2)=[O:8])[CH2:3][CH2:2]1.C(=O)([O-])[O-].[K+].[K+].[CH2:23](I)[CH2:24][CH2:25][CH2:26][CH2:27][CH2:28][CH3:29].C(OCC)(=O)C.